Predict the product of the given reaction. From a dataset of Forward reaction prediction with 1.9M reactions from USPTO patents (1976-2016). (1) Given the reactants FC1C([O:8][C:9](=O)[C:10]2[CH:15]=[CH:14][CH:13]=[C:12]([NH:16][C:17]([N:19]([C:35]3[CH:40]=[CH:39][C:38]([C:41]([CH3:44])([CH3:43])[CH3:42])=[CH:37][CH:36]=3)[CH2:20][C:21]3[CH:26]=[CH:25][C:24]([C:27](=[O:34])[NH:28][C:29]4[N:30]=[N:31][NH:32][N:33]=4)=[CH:23][CH:22]=3)=[O:18])[CH:11]=2)=C(F)C(F)=C(F)C=1F.[CH3:50][NH2:51], predict the reaction product. The product is: [CH3:50][NH:51][C:9](=[O:8])[C:10]1[CH:15]=[CH:14][CH:13]=[C:12]([NH:16][C:17]([N:19]([C:35]2[CH:40]=[CH:39][C:38]([C:41]([CH3:44])([CH3:42])[CH3:43])=[CH:37][CH:36]=2)[CH2:20][C:21]2[CH:26]=[CH:25][C:24]([C:27](=[O:34])[NH:28][C:29]3[N:30]=[N:31][NH:32][N:33]=3)=[CH:23][CH:22]=2)=[O:18])[CH:11]=1. (2) The product is: [F:1][C:2]1[CH:3]=[C:4]([CH:33]=[CH:34][C:35]=1[F:36])[CH2:5][NH:6][C:7]([C:9]1[C:17]2[C:12](=[CH:13][C:14]([C:18]([OH:20])=[O:19])=[CH:15][CH:16]=2)[N:11]([CH2:23][C:24]2[CH:29]=[CH:28][CH:27]=[CH:26][N:25]=2)[C:10]=1[CH:30]([CH3:32])[CH3:31])=[O:8]. Given the reactants [F:1][C:2]1[CH:3]=[C:4]([CH:33]=[CH:34][C:35]=1[F:36])[CH2:5][NH:6][C:7]([C:9]1[C:17]2[C:12](=[CH:13][C:14]([C:18]([O:20]CC)=[O:19])=[CH:15][CH:16]=2)[N:11]([CH2:23][C:24]2[CH:29]=[CH:28][CH:27]=[CH:26][N:25]=2)[C:10]=1[CH:30]([CH3:32])[CH3:31])=[O:8].[OH-].[Na+].O, predict the reaction product. (3) Given the reactants [Br:1][C:2]1[CH:3]=[C:4]([CH:9]2[C:18]3[C:17](=[O:19])[CH2:16][N:15](C(OC=C)=O)[CH2:14][C:13]=3[NH:12][C:11]3[CH2:25][O:26][CH2:27][C:28](=[O:29])[C:10]2=3)[CH:5]=[CH:6][C:7]=1[F:8].[ClH:30], predict the reaction product. The product is: [ClH:30].[Br:1][C:2]1[CH:3]=[C:4]([CH:9]2[C:18]3[C:17](=[O:19])[CH2:16][NH:15][CH2:14][C:13]=3[NH:12][C:11]3[CH2:25][O:26][CH2:27][C:28](=[O:29])[C:10]2=3)[CH:5]=[CH:6][C:7]=1[F:8]. (4) Given the reactants [CH2:1]([N:3]1[CH:15]=[C:14]2[C:5]([C:6](=[O:16])[NH:7][C:8]3[CH:9]=[CH:10][CH:11]=[CH:12][C:13]=32)=[N:4]1)[CH3:2].CN(C)CCN(C)C.C([Li])CCC.Cl.CN(C)[CH:33]=[O:34], predict the reaction product. The product is: [CH2:1]([N:3]1[C:15]([CH:33]=[O:34])=[C:14]2[C:5]([C:6](=[O:16])[NH:7][C:8]3[CH:9]=[CH:10][CH:11]=[CH:12][C:13]=32)=[N:4]1)[CH3:2]. (5) Given the reactants [CH2:1]([O:8][C:9](=[O:28])[NH:10][C@@H:11]([C:22]1[CH:27]=[CH:26][CH:25]=[CH:24][CH:23]=1)[C:12]([C:14]1[CH:19]=[CH:18][C:17]([O:20][CH3:21])=[CH:16][CH:15]=1)=O)[C:2]1[CH:7]=[CH:6][CH:5]=[CH:4][CH:3]=1.Cl.[NH2:30][OH:31].N1C=CC=CC=1, predict the reaction product. The product is: [CH2:1]([O:8][C:9](=[O:28])[NH:10][C@@H:11]([C:22]1[CH:27]=[CH:26][CH:25]=[CH:24][CH:23]=1)[C:12](=[N:30][OH:31])[C:14]1[CH:19]=[CH:18][C:17]([O:20][CH3:21])=[CH:16][CH:15]=1)[C:2]1[CH:7]=[CH:6][CH:5]=[CH:4][CH:3]=1. (6) Given the reactants [C:1](N)(=[O:3])[CH3:2].C=O.O.Cl.[NH:9]([CH2:14][C:15]([OH:17])=[O:16])[CH2:10][C:11]([OH:13])=[O:12].C(NCC(O)=O)(=O)C, predict the reaction product. The product is: [C:1]([N:9]([CH2:14][C:15]([OH:17])=[O:16])[CH2:10][C:11]([OH:13])=[O:12])(=[O:3])[CH3:2].